This data is from M1 muscarinic receptor agonist screen with 61,833 compounds. The task is: Binary Classification. Given a drug SMILES string, predict its activity (active/inactive) in a high-throughput screening assay against a specified biological target. (1) The drug is O=C1C2(CN3C(N(C2)CC1(C3)C)c1c(n(c2c1cccc2)C)C)C. The result is 0 (inactive). (2) The compound is S(CC(=O)N(CCC(C)C)c1c(n(CCCC)c(=O)[nH]c1=O)N)c1n2c(nn1)cccc2. The result is 0 (inactive). (3) The result is 0 (inactive). The compound is Clc1c(OCC(=O)Nn2cnnc2)cc(Cl)c(Cl)c1.